From a dataset of Peptide-MHC class I binding affinity with 185,985 pairs from IEDB/IMGT. Regression. Given a peptide amino acid sequence and an MHC pseudo amino acid sequence, predict their binding affinity value. This is MHC class I binding data. (1) The binding affinity (normalized) is 1.00. The peptide sequence is RPFKYAAAF. The MHC is Mamu-A2201 with pseudo-sequence Mamu-A2201. (2) The peptide sequence is TTAFFNTCK. The MHC is HLA-A68:01 with pseudo-sequence HLA-A68:01. The binding affinity (normalized) is 1.00. (3) The peptide sequence is PSSKPDWFY. The MHC is HLA-A11:01 with pseudo-sequence HLA-A11:01. The binding affinity (normalized) is 0.0847. (4) The peptide sequence is QSSVASGFIGF. The MHC is Mamu-A01 with pseudo-sequence Mamu-A01. The binding affinity (normalized) is 0.654. (5) The peptide sequence is MQYLNPPPY. The MHC is HLA-B27:05 with pseudo-sequence HLA-B27:05. The binding affinity (normalized) is 0.383. (6) The peptide sequence is KVGVYKMHK. The MHC is HLA-A69:01 with pseudo-sequence HLA-A69:01. The binding affinity (normalized) is 0.0847. (7) The peptide sequence is AFHHRAREL. The MHC is HLA-A23:01 with pseudo-sequence HLA-A23:01. The binding affinity (normalized) is 0.